Dataset: Full USPTO retrosynthesis dataset with 1.9M reactions from patents (1976-2016). Task: Predict the reactants needed to synthesize the given product. (1) The reactants are: [H-].[Na+].[Br:3][C:4]1[CH:9]=[CH:8][C:7]([CH2:10][CH2:11][OH:12])=[C:6]([CH3:13])[CH:5]=1.[C:14]([C:16]1[CH:17]=[C:18]([NH:27][C:28](=O)[O:29]C2C=CC=CC=2)[CH:19]=[CH:20][C:21]=1[S:22]([CH2:25][CH3:26])(=[O:24])=[O:23])#[N:15]. Given the product [C:14]([C:16]1[CH:17]=[C:18]([NH:27][C:28](=[O:29])[O:12][CH2:11][CH2:10][C:7]2[CH:8]=[CH:9][C:4]([Br:3])=[CH:5][C:6]=2[CH3:13])[CH:19]=[CH:20][C:21]=1[S:22]([CH2:25][CH3:26])(=[O:24])=[O:23])#[N:15], predict the reactants needed to synthesize it. (2) Given the product [CH3:10][O:11][C:12](=[O:23])[CH2:13][O:14][C:15]1[CH:20]=[CH:19][C:18]([O:21][C:2]2[CH:9]=[CH:8][CH:7]=[C:4]([CH2:5][NH2:6])[CH:3]=2)=[CH:17][C:16]=1[CH3:22], predict the reactants needed to synthesize it. The reactants are: F[C:2]1[CH:3]=[C:4]([CH:7]=[CH:8][CH:9]=1)[C:5]#[N:6].[CH3:10][O:11][C:12](=[O:23])[CH2:13][O:14][C:15]1[CH:20]=[CH:19][C:18]([OH:21])=[CH:17][C:16]=1[CH3:22]. (3) Given the product [O:23]=[C:18]1[CH2:19][CH2:20][C:21](=[O:22])[N:17]1[O:16][C:49]([C:34]([CH2:35][CH2:36][CH2:37][CH2:38][CH2:39][CH2:40][CH2:41][CH2:42][CH2:43][CH:44]=[CH2:45])([CH2:33][CH2:32][CH2:31][CH2:30][CH2:29][CH2:28][CH2:27][CH2:26][CH2:25][CH2:24][C:52]([OH:54])=[O:53])[C:46]([OH:48])=[O:47])=[O:50], predict the reactants needed to synthesize it. The reactants are: C1CCC(N=C=NC2CCCCC2)CC1.[OH:16][N:17]1[C:21](=[O:22])[CH2:20][CH2:19][C:18]1=[O:23].[CH2:24]([C:52]([OH:54])=[O:53])[CH2:25][CH2:26][CH2:27][CH2:28][CH2:29][CH2:30][CH2:31][CH2:32][CH2:33][C:34]([C:49](O)=[O:50])([C:46]([OH:48])=[O:47])[CH2:35][CH2:36][CH2:37][CH2:38][CH2:39][CH2:40][CH2:41][CH2:42][CH2:43][CH:44]=[CH2:45].